From a dataset of Full USPTO retrosynthesis dataset with 1.9M reactions from patents (1976-2016). Predict the reactants needed to synthesize the given product. (1) Given the product [CH2:1]([N:8]1[CH2:13][CH2:12][CH:11]([C:14]([NH:16][C:17]2[CH:22]=[CH:21][C:20]([CH2:23][NH:24][C:25]3[C:34]4[C:29](=[CH:30][CH:31]=[C:32]([CH3:35])[CH:33]=4)[N:28]=[C:27]([N:46]4[CH2:47][CH2:48][N:43]([C:38]5[CH:39]=[CH:40][CH:41]=[CH:42][N:37]=5)[CH2:44][CH2:45]4)[N:26]=3)=[CH:19][CH:18]=2)=[O:15])[CH2:10][CH2:9]1)[C:2]1[CH:7]=[CH:6][CH:5]=[CH:4][CH:3]=1, predict the reactants needed to synthesize it. The reactants are: [CH2:1]([N:8]1[CH2:13][CH2:12][CH:11]([C:14]([NH:16][C:17]2[CH:22]=[CH:21][C:20]([CH2:23][NH:24][C:25]3[C:34]4[C:29](=[CH:30][CH:31]=[C:32]([CH3:35])[CH:33]=4)[N:28]=[C:27](Cl)[N:26]=3)=[CH:19][CH:18]=2)=[O:15])[CH2:10][CH2:9]1)[C:2]1[CH:7]=[CH:6][CH:5]=[CH:4][CH:3]=1.[N:37]1[CH:42]=[CH:41][CH:40]=[CH:39][C:38]=1[N:43]1[CH2:48][CH2:47][NH:46][CH2:45][CH2:44]1. (2) Given the product [OH:1][CH2:2][CH2:3][CH2:4][CH2:5][N:6]([CH3:22])[S:7]([C:10]1[CH:15]=[CH:14][C:13]([C:16]2[CH:21]=[CH:20][CH:19]=[CH:18][CH:17]=2)=[CH:12][CH:11]=1)(=[O:9])=[O:8], predict the reactants needed to synthesize it. The reactants are: [OH:1][CH2:2][CH2:3][CH2:4][CH2:5][NH:6][S:7]([C:10]1[CH:15]=[CH:14][C:13]([C:16]2[CH:21]=[CH:20][CH:19]=[CH:18][CH:17]=2)=[CH:12][CH:11]=1)(=[O:9])=[O:8].[CH3:22]I.O.